From a dataset of Forward reaction prediction with 1.9M reactions from USPTO patents (1976-2016). Predict the product of the given reaction. (1) Given the reactants [Cl:1][C:2]1[CH:9]=[C:8]([NH:10][C@@H:11]2[CH2:16][CH2:15][CH2:14][N:13]([C:17]3[CH:18]=[N:19][CH:20]=[CH:21][CH:22]=3)[CH2:12]2)[CH:7]=[CH:6][C:3]=1[C:4]#[N:5].I[CH2:24][CH3:25], predict the reaction product. The product is: [Cl:1][C:2]1[CH:9]=[C:8]([N:10]([CH2:24][CH3:25])[C@@H:11]2[CH2:16][CH2:15][CH2:14][N:13]([C:17]3[CH:18]=[N:19][CH:20]=[CH:21][CH:22]=3)[CH2:12]2)[CH:7]=[CH:6][C:3]=1[C:4]#[N:5]. (2) Given the reactants [C:1]([C:4]1[CH:48]=[CH:47][C:7]([C:8]([N:10]2[CH2:16][C@H:15]([NH:17][C:18](=[O:29])[C@@H:19]([NH:21]C(=O)OC(C)(C)C)[CH3:20])[C:14](=[O:30])[N:13]([CH2:31][C:32]3[C:41]4[C:36](=[CH:37][CH:38]=[CH:39][CH:40]=4)[CH:35]=[CH:34][C:33]=3[CH3:42])[C:12]3[CH:43]=[CH:44][CH:45]=[CH:46][C:11]2=3)=[O:9])=[CH:6][CH:5]=1)(=[O:3])[CH3:2].[ClH:49], predict the reaction product. The product is: [ClH:49].[C:1]([C:4]1[CH:5]=[CH:6][C:7]([C:8]([N:10]2[CH2:16][C@H:15]([NH:17][C:18](=[O:29])[C@@H:19]([NH2:21])[CH3:20])[C:14](=[O:30])[N:13]([CH2:31][C:32]3[C:41]4[C:36](=[CH:37][CH:38]=[CH:39][CH:40]=4)[CH:35]=[CH:34][C:33]=3[CH3:42])[C:12]3[CH:43]=[CH:44][CH:45]=[CH:46][C:11]2=3)=[O:9])=[CH:47][CH:48]=1)(=[O:3])[CH3:2].